From a dataset of Forward reaction prediction with 1.9M reactions from USPTO patents (1976-2016). Predict the product of the given reaction. (1) Given the reactants [NH2:1][C:2]1[CH:3]=[C:4]([CH:7]=[CH:8][CH:9]=1)[C:5]#[N:6].[C:10](OC(=O)C)(=[O:12])[CH3:11], predict the reaction product. The product is: [C:10]([NH:1][C:2]1[CH:3]=[C:4]([CH:7]=[CH:8][CH:9]=1)[C:5]#[N:6])(=[O:12])[CH3:11]. (2) Given the reactants [NH:1]1[CH:5]=[CH:4][N:3]=[C:2]1[CH2:6][N:7]([CH2:14][C:15]1[CH:23]=[CH:22][C:18]([C:19]([OH:21])=O)=[CH:17][CH:16]=1)[CH2:8][C:9]1[NH:10][CH:11]=[CH:12][N:13]=1.C1CCC(N=C=NC2CCCCC2)CC1.C1C=CC2N(O)N=NC=2C=1.[CH2:49]([N:52]([CH2:67][CH2:68][CH3:69])[C:53]1[CH:58]=[CH:57][C:56]([NH:59]C(OC(C)(C)C)=O)=[CH:55][CH:54]=1)[CH2:50][CH3:51], predict the reaction product. The product is: [NH:1]1[CH:5]=[CH:4][N:3]=[C:2]1[CH2:6][N:7]([CH2:14][C:15]1[CH:23]=[CH:22][C:18]([C:19]([NH:59][C:56]2[CH:55]=[CH:54][C:53]([N:52]([CH2:67][CH2:68][CH3:69])[CH2:49][CH2:50][CH3:51])=[CH:58][CH:57]=2)=[O:21])=[CH:17][CH:16]=1)[CH2:8][C:9]1[NH:10][CH:11]=[CH:12][N:13]=1.